This data is from Full USPTO retrosynthesis dataset with 1.9M reactions from patents (1976-2016). The task is: Predict the reactants needed to synthesize the given product. (1) Given the product [C:47]([O:46][C:44]([NH:43][C@@H:36]([CH:37]1[CH2:42][CH2:41][CH2:40][CH2:39][CH2:38]1)[C:35]([N:33]1[CH2:34][C@H:30]([O:29][CH2:28][C:24]2[CH:23]=[C:22]([C:18]3[CH:19]=[CH:20][CH:21]=[C:16]([CH:1]=[CH2:2])[CH:17]=3)[CH:27]=[CH:26][CH:25]=2)[CH2:31][C@H:32]1[C:52]([O:54][CH3:55])=[O:53])=[O:51])=[O:45])([CH3:50])([CH3:48])[CH3:49], predict the reactants needed to synthesize it. The reactants are: [CH:1]([B-](F)(F)F)=[CH2:2].[K+].CCN(CC)CC.Br[C:16]1[CH:17]=[C:18]([C:22]2[CH:27]=[CH:26][CH:25]=[C:24]([CH2:28][O:29][C@H:30]3[CH2:34][N:33]([C:35](=[O:51])[C@@H:36]([NH:43][C:44]([O:46][C:47]([CH3:50])([CH3:49])[CH3:48])=[O:45])[CH:37]4[CH2:42][CH2:41][CH2:40][CH2:39][CH2:38]4)[C@H:32]([C:52]([O:54][CH3:55])=[O:53])[CH2:31]3)[CH:23]=2)[CH:19]=[CH:20][CH:21]=1.CCOC(C)=O. (2) Given the product [C:31]([C:29]1[O:28][N:27]=[C:26]([NH:25][C:23](=[O:24])[NH:22][C:19]2[CH:18]=[CH:17][C:16]([NH:15][C:13](=[O:14])[C:10]3[CH:9]=[CH:8][C:7]([O:6][CH:4]4[CH2:5][N:2]([CH2:36][CH3:37])[CH2:3]4)=[CH:12][N:11]=3)=[CH:21][CH:20]=2)[CH:30]=1)([CH3:34])([CH3:33])[CH3:32], predict the reactants needed to synthesize it. The reactants are: Cl.[NH:2]1[CH2:5][CH:4]([O:6][C:7]2[CH:8]=[CH:9][C:10]([C:13]([NH:15][C:16]3[CH:21]=[CH:20][C:19]([NH:22][C:23]([NH:25][C:26]4[CH:30]=[C:29]([C:31]([CH3:34])([CH3:33])[CH3:32])[O:28][N:27]=4)=[O:24])=[CH:18][CH:17]=3)=[O:14])=[N:11][CH:12]=2)[CH2:3]1.Cl.[C:36](C1ON=C(NC(=O)NC2C=CC(NC(=O)C3C=C(OC4CCNCC4)C=CN=3)=CC=2)C=1)(C)(C)[CH3:37]. (3) Given the product [NH2:8][N:9]1[C:14](=[O:15])[C:13]2[CH2:16][NH:17][CH2:18][CH2:19][C:12]=2[N:11]=[C:10]1[CH2:27][CH2:28][CH2:29][CH2:30][N:31]1[CH2:32][CH2:33][N:34]([C:37]2[CH:46]=[CH:45][C:44]3[C:39](=[CH:40][CH:41]=[CH:42][CH:43]=3)[N:38]=2)[CH2:35][CH2:36]1, predict the reactants needed to synthesize it. The reactants are: Cl.O1CCOCC1.[NH2:8][N:9]1[C:14](=[O:15])[C:13]2[CH2:16][N:17](C(OC(C)(C)C)=O)[CH2:18][CH2:19][C:12]=2[N:11]=[C:10]1[CH2:27][CH2:28][CH2:29][CH2:30][N:31]1[CH2:36][CH2:35][N:34]([C:37]2[CH:46]=[CH:45][C:44]3[C:39](=[CH:40][CH:41]=[CH:42][CH:43]=3)[N:38]=2)[CH2:33][CH2:32]1.C(=O)([O-])O.[Na+]. (4) Given the product [CH2:23]([N:30]([CH2:49][CH:50]=[O:51])[C:31]([CH:33]1[C:36]2[CH:37]=[C:38]([O:41][CH2:42][C:43]3[CH:44]=[CH:45][CH:46]=[CH:47][CH:48]=3)[CH:39]=[CH:40][C:35]=2[CH2:34]1)=[O:32])[C:24]1[CH:29]=[CH:28][CH:27]=[CH:26][CH:25]=1, predict the reactants needed to synthesize it. The reactants are: CC(OI1(OC(C)=O)(OC(C)=O)OC(=O)C2C=CC=CC1=2)=O.[CH2:23]([N:30]([CH2:49][CH2:50][OH:51])[C:31]([CH:33]1[C:36]2[CH:37]=[C:38]([O:41][CH2:42][C:43]3[CH:48]=[CH:47][CH:46]=[CH:45][CH:44]=3)[CH:39]=[CH:40][C:35]=2[CH2:34]1)=[O:32])[C:24]1[CH:29]=[CH:28][CH:27]=[CH:26][CH:25]=1.C([O-])(O)=O.[Na+]. (5) Given the product [CH2:16]([N:13]1[C:4]2=[N:5][CH:6]=[C:7]([C:8]([O:10][CH2:11][CH3:12])=[O:9])[C:2]([NH:25][CH:21]3[CH2:22][CH2:23][CH2:24][O:19][CH2:20]3)=[C:3]2[CH:15]=[N:14]1)[CH3:17], predict the reactants needed to synthesize it. The reactants are: Cl[C:2]1[C:7]([C:8]([O:10][CH2:11][CH3:12])=[O:9])=[CH:6][N:5]=[C:4]2[N:13]([CH2:16][CH3:17])[N:14]=[CH:15][C:3]=12.Cl.[O:19]1[CH2:24][CH2:23][CH2:22][CH:21]([NH2:25])[CH2:20]1.C(N(CC)C(C)C)(C)C.